Dataset: NCI-60 drug combinations with 297,098 pairs across 59 cell lines. Task: Regression. Given two drug SMILES strings and cell line genomic features, predict the synergy score measuring deviation from expected non-interaction effect. (1) Drug 2: C1CCC(CC1)NC(=O)N(CCCl)N=O. Synergy scores: CSS=6.26, Synergy_ZIP=-3.42, Synergy_Bliss=-4.13, Synergy_Loewe=-14.5, Synergy_HSA=-7.97. Drug 1: CC1OCC2C(O1)C(C(C(O2)OC3C4COC(=O)C4C(C5=CC6=C(C=C35)OCO6)C7=CC(=C(C(=C7)OC)O)OC)O)O. Cell line: MDA-MB-435. (2) Drug 1: CC1C(C(CC(O1)OC2CC(CC3=C2C(=C4C(=C3O)C(=O)C5=C(C4=O)C(=CC=C5)OC)O)(C(=O)C)O)N)O.Cl. Drug 2: CN1C2=C(C=C(C=C2)N(CCCl)CCCl)N=C1CCCC(=O)O.Cl. Cell line: 786-0. Synergy scores: CSS=39.6, Synergy_ZIP=-1.10, Synergy_Bliss=3.97, Synergy_Loewe=-14.5, Synergy_HSA=4.87. (3) Drug 1: C1CCC(C(C1)N)N.C(=O)(C(=O)[O-])[O-].[Pt+4]. Drug 2: COCCOC1=C(C=C2C(=C1)C(=NC=N2)NC3=CC=CC(=C3)C#C)OCCOC.Cl. Cell line: NCI/ADR-RES. Synergy scores: CSS=32.9, Synergy_ZIP=-7.37, Synergy_Bliss=-1.42, Synergy_Loewe=-2.18, Synergy_HSA=1.58.